This data is from Forward reaction prediction with 1.9M reactions from USPTO patents (1976-2016). The task is: Predict the product of the given reaction. (1) Given the reactants [CH3:1][C:2]1[CH:7]=[C:6]([CH3:8])[CH:5]=[CH:4][C:3]=1[C:9]([NH:11][O:12][C:13](=O)[CH2:14][N:15]([CH2:22][C:23]1[CH:28]=[CH:27][C:26]([S:29][C:30]([CH3:39])([CH3:38])[C:31]([O:33][C:34]([CH3:37])([CH3:36])[CH3:35])=[O:32])=[CH:25][CH:24]=1)[CH2:16][C:17]1[O:18][CH:19]=[CH:20][CH:21]=1)=[NH:10].C([O-])(=O)C.[Na+], predict the reaction product. The product is: [CH3:1][C:2]1[CH:7]=[C:6]([CH3:8])[CH:5]=[CH:4][C:3]=1[C:9]1[N:10]=[C:13]([CH2:14][N:15]([CH2:22][C:23]2[CH:24]=[CH:25][C:26]([S:29][C:30]([CH3:39])([CH3:38])[C:31]([O:33][C:34]([CH3:37])([CH3:36])[CH3:35])=[O:32])=[CH:27][CH:28]=2)[CH2:16][C:17]2[O:18][CH:19]=[CH:20][CH:21]=2)[O:12][N:11]=1. (2) The product is: [F:8][C:9]1[C:10]([CH:15]([N:17]2[C:18]([CH3:23])=[CH:19][CH:20]=[C:21]2[CH3:22])[CH3:16])=[N:11][CH:12]=[CH:13][C:14]=1[I:24]. Given the reactants C(NC(C)C)(C)C.[F:8][C:9]1[C:10]([CH:15]([N:17]2[C:21]([CH3:22])=[CH:20][CH:19]=[C:18]2[CH3:23])[CH3:16])=[N:11][CH:12]=[CH:13][CH:14]=1.[I:24]I, predict the reaction product. (3) The product is: [CH3:1][O:2][C:3]([C:5]1[C:13]([NH:14][C:15]2[CH:20]=[CH:19][C:18]([Br:42])=[CH:17][C:16]=2[Cl:21])=[C:12]([F:22])[C:8]2[N:9]=[CH:10][NH:11][C:7]=2[CH:6]=1)=[O:4]. Given the reactants [CH3:1][O:2][C:3]([C:5]1[C:13]([NH:14][C:15]2[CH:20]=[CH:19][CH:18]=[CH:17][C:16]=2[Cl:21])=[C:12]([F:22])[C:8]2[N:9]=[CH:10][NH:11][C:7]=2[CH:6]=1)=[O:4].CC1C=CC(S(O)(=O)=O)=CC=1.O.C1C(=O)N([Br:42])C(=O)C1, predict the reaction product. (4) Given the reactants C[O:2][C:3](=[O:23])[C:4]1[CH:9]=[C:8]([NH:10][C:11](=O)[C:12]2[CH:17]=[CH:16][C:15]([N+:18]([O-:20])=[O:19])=[CH:14][CH:13]=2)[C:7]([NH2:22])=[N:6][CH:5]=1.O, predict the reaction product. The product is: [N+:18]([C:15]1[CH:16]=[CH:17][C:12]([C:11]2[NH:10][C:8]3[C:7]([N:22]=2)=[N:6][CH:5]=[C:4]([C:3]([OH:2])=[O:23])[CH:9]=3)=[CH:13][CH:14]=1)([O-:20])=[O:19]. (5) The product is: [O:50]=[C:39]1[C:40]2[C:45](=[CH:44][CH:43]=[CH:42][CH:41]=2)[C:46](=[O:47])[N:38]1[C@H:35]1[CH2:36][CH2:37][C@H:33]([NH:32][C:28]([NH:16][C:14]2[N:15]=[C:10]3[CH:9]=[CH:8][N:7]([CH2:6][O:5][CH2:4][CH2:3][Si:2]([CH3:18])([CH3:17])[CH3:1])[C:11]3=[N:12][CH:13]=2)=[O:29])[CH2:34]1. Given the reactants [CH3:1][Si:2]([CH3:18])([CH3:17])[CH2:3][CH2:4][O:5][CH2:6][N:7]1[C:11]2=[N:12][CH:13]=[C:14]([NH2:16])[N:15]=[C:10]2[CH:9]=[CH:8]1.CCN(C(C)C)C(C)C.[C:28](Cl)(Cl)=[O:29].[NH2:32][C@H:33]1[CH2:37][CH2:36][C@H:35]([N:38]2[C:46](=[O:47])[C:45]3[C:40](=[CH:41][C:42](Cl)=[C:43](Cl)[CH:44]=3)[C:39]2=[O:50])[CH2:34]1, predict the reaction product. (6) Given the reactants [F:1][C:2]1[CH:3]=[C:4]([C@@:8]23[C@@H:17]([OH:18])[CH2:16][CH2:15][CH2:14][C:13]2=[C:12]([CH3:19])[C:11](=[O:20])[CH2:10][CH2:9]3)[CH:5]=[CH:6][CH:7]=1.O1CCCC1, predict the reaction product. The product is: [F:1][C:2]1[CH:3]=[C:4]([C@@:8]23[C@@H:17]([OH:18])[CH2:16][CH2:15][CH2:14][C@H:13]2[C@H:12]([CH3:19])[C:11](=[O:20])[CH2:10][CH2:9]3)[CH:5]=[CH:6][CH:7]=1. (7) Given the reactants [ClH:1].[F:2][C:3]1[CH:4]=[C:5]2[C:10](=[C:11]([F:13])[CH:12]=1)[O:9][CH2:8][C@H:7]([NH2:14])[CH2:6]2.C(OC(=O)[NH:21][CH2:22][CH2:23][C:24](=O)[CH2:25]O[Si](C(C)(C)C)(C)C)(C)(C)C.[S-:36][C:37]#[N:38].[K+].O.C(O)(=O)C, predict the reaction product. The product is: [ClH:1].[NH2:21][CH2:22][CH2:23][C:24]1[N:14]([C@@H:7]2[CH2:6][C:5]3[C:10](=[C:11]([F:13])[CH:12]=[C:3]([F:2])[CH:4]=3)[O:9][CH2:8]2)[C:37](=[S:36])[NH:38][CH:25]=1.